Dataset: Full USPTO retrosynthesis dataset with 1.9M reactions from patents (1976-2016). Task: Predict the reactants needed to synthesize the given product. (1) Given the product [Si:1]([O:8][CH2:9][CH2:10][C@H:11]1[CH2:22][CH2:21][C:20]2[S:19][C:18]3[N:17]=[CH:16][N:15]=[C:14]([O:36][CH:33]4[CH2:32][CH2:31][CH:30]([N:24]5[CH2:29][CH2:28][O:27][CH2:26][CH2:25]5)[CH2:35][CH2:34]4)[C:13]=3[C:12]1=2)([C:4]([CH3:7])([CH3:6])[CH3:5])([CH3:3])[CH3:2], predict the reactants needed to synthesize it. The reactants are: [Si:1]([O:8][CH2:9][CH2:10][C@H:11]1[CH2:22][CH2:21][C:20]2[S:19][C:18]3[N:17]=[CH:16][N:15]=[C:14](Cl)[C:13]=3[C:12]1=2)([C:4]([CH3:7])([CH3:6])[CH3:5])([CH3:3])[CH3:2].[N:24]1([C@H:30]2[CH2:35][CH2:34][C@H:33]([OH:36])[CH2:32][CH2:31]2)[CH2:29][CH2:28][O:27][CH2:26][CH2:25]1.[H-].[Na+]. (2) Given the product [CH3:25][N:26]([CH3:39])[CH2:27][CH2:28][NH:29][S:30]([C:33]1[S:34][C:35]([C:2]#[C:1][C:3]2[CH:4]=[N:5][N:6]3[C:11]([CH:12]([F:14])[F:13])=[CH:10][C:9]([C:15]4[CH:20]=[CH:19][CH:18]=[C:17]([C:21]([F:23])([F:24])[F:22])[CH:16]=4)=[N:8][C:7]=23)=[CH:36][CH:37]=1)(=[O:32])=[O:31], predict the reactants needed to synthesize it. The reactants are: [C:1]([C:3]1[CH:4]=[N:5][N:6]2[C:11]([CH:12]([F:14])[F:13])=[CH:10][C:9]([C:15]3[CH:20]=[CH:19][CH:18]=[C:17]([C:21]([F:24])([F:23])[F:22])[CH:16]=3)=[N:8][C:7]=12)#[CH:2].[CH3:25][N:26]([CH3:39])[CH2:27][CH2:28][NH:29][S:30]([C:33]1[S:34][C:35](Br)=[CH:36][CH:37]=1)(=[O:32])=[O:31].